Predict which catalyst facilitates the given reaction. From a dataset of Catalyst prediction with 721,799 reactions and 888 catalyst types from USPTO. (1) Reactant: [Cl:1][C:2]1[CH:3]=[CH:4][C:5]2[N:11]3[C:12]([C:15]([F:18])([F:17])[F:16])=[N:13][N:14]=[C:10]3[C@H:9]([CH2:19][C:20](O)=[O:21])[O:8][C@@H:7]([C:23]3[CH:28]=[CH:27][CH:26]=[C:25]([O:29][CH3:30])[C:24]=3[O:31][CH3:32])[C:6]=2[CH:33]=1.CN1CCOCC1.ClC(OCC)=O.[BH4-].[Na+].C(O)(=O)CC(CC(O)=O)(C(O)=O)O. Product: [Cl:1][C:2]1[CH:3]=[CH:4][C:5]2[N:11]3[C:12]([C:15]([F:18])([F:17])[F:16])=[N:13][N:14]=[C:10]3[C@@H:9]([CH2:19][CH2:20][OH:21])[O:8][C@H:7]([C:23]3[CH:28]=[CH:27][CH:26]=[C:25]([O:29][CH3:30])[C:24]=3[O:31][CH3:32])[C:6]=2[CH:33]=1. The catalyst class is: 83. (2) Product: [Cl:29][C:30]1[CH:35]=[C:34]([C:2]2[CH:3]=[CH:4][C:5]([NH:8][C:9](=[O:28])[CH2:10][C:11]3[CH:16]=[CH:15][C:14]([O:17][C:18]4[CH:23]=[CH:22][C:21]([N+:24]([O-:26])=[O:25])=[C:20]([OH:27])[CH:19]=4)=[CH:13][CH:12]=3)=[N:6][CH:7]=2)[CH:33]=[CH:32][CH:31]=1. The catalyst class is: 104. Reactant: Br[C:2]1[CH:3]=[CH:4][C:5]([NH:8][C:9](=[O:28])[CH2:10][C:11]2[CH:16]=[CH:15][C:14]([O:17][C:18]3[CH:23]=[CH:22][C:21]([N+:24]([O-:26])=[O:25])=[C:20]([OH:27])[CH:19]=3)=[CH:13][CH:12]=2)=[N:6][CH:7]=1.[Cl:29][C:30]1[CH:31]=[C:32](B(O)O)[CH:33]=[CH:34][CH:35]=1.C([O-])([O-])=O.[Na+].[Na+]. (3) Reactant: [OH:1][C:2]1[CH:7]=[CH:6][C:5](/[CH:8]=[CH:9]/[C:10]([O:12][CH3:13])=[O:11])=[CH:4][CH:3]=1.[H-].[Na+].Br[C:17]1[C:18]2[CH:34]=[CH:33][C:32]([O:35][CH3:36])=[CH:31][C:19]=2[S:20](=[O:30])[C:21]=1[C:22]1[CH:27]=[CH:26][C:25]([O:28][CH3:29])=[CH:24][CH:23]=1. Product: [CH3:36][O:35][C:32]1[CH:33]=[CH:34][C:18]2[C:17]([O:1][C:2]3[CH:3]=[CH:4][C:5](/[CH:8]=[CH:9]/[C:10]([O:12][CH3:13])=[O:11])=[CH:6][CH:7]=3)=[C:21]([C:22]3[CH:27]=[CH:26][C:25]([O:28][CH3:29])=[CH:24][CH:23]=3)[S:20](=[O:30])[C:19]=2[CH:31]=1. The catalyst class is: 3. (4) Reactant: Br[C:2]1[CH:7]=[CH:6][C:5](/[CH:8]=[C:9](\Cl)/[C:10]2[CH:15]=[CH:14][C:13]([CH2:16][CH2:17][CH2:18][CH2:19][CH2:20][CH3:21])=[CH:12][CH:11]=2)=[CH:4][CH:3]=1.[OH-].[K+].[O:25]1CCOC[CH2:26]1. Product: [CH2:16]([C:13]1[CH:14]=[CH:15][C:10]([C:9]#[C:8][C:5]2[CH:6]=[CH:7][C:2]([CH:26]=[O:25])=[CH:3][CH:4]=2)=[CH:11][CH:12]=1)[CH2:17][CH2:18][CH2:19][CH2:20][CH3:21]. The catalyst class is: 24. (5) Reactant: [CH3:1][S:2](Cl)(=[O:4])=[O:3].[F:6][CH2:7][CH2:8][CH2:9][OH:10]. Product: [CH3:1][S:2]([O:10][CH2:9][CH2:8][CH2:7][F:6])(=[O:4])=[O:3]. The catalyst class is: 2. (6) Reactant: C([N:5]([C:15]1[N:16]([C:24]2[CH:29]=[CH:28][C:27]([Cl:30])=[CH:26][CH:25]=2)[N:17]=[C:18]2[C:23]=1[CH:22]=[CH:21][CH:20]=[CH:19]2)[C:6](NC1CCCCC1)=O)CCC.C(N)[C:32]1[CH:37]=[CH:36][CH:35]=[CH:34][CH:33]=1. Product: [CH2:6]([NH:5][C:15]1[N:16]([C:24]2[CH:29]=[CH:28][C:27]([Cl:30])=[CH:26][CH:25]=2)[N:17]=[C:18]2[C:23]=1[CH:22]=[CH:21][CH:20]=[CH:19]2)[C:32]1[CH:37]=[CH:36][CH:35]=[CH:34][CH:33]=1. The catalyst class is: 60. (7) Reactant: CC(C)(C)C([NH:5][NH:6][C:7](=[O:15])[C:8]1[CH:13]=[CH:12][C:11]([I:14])=[CH:10][CH:9]=1)=O. Product: [I:14][C:11]1[CH:12]=[CH:13][C:8]([C:7]([NH:6][NH2:5])=[O:15])=[CH:9][CH:10]=1. The catalyst class is: 55. (8) Reactant: [C:1]([O:5][C:6]([N:8]([CH:20]1[CH2:23][CH2:22][CH2:21]1)[C@@H:9]1[CH2:11][C@H:10]1[C:12]1[S:16][CH:15]=[C:14]([C:17]([OH:19])=O)[CH:13]=1)=[O:7])([CH3:4])([CH3:3])[CH3:2].[CH3:24][C:25]1[S:29][C:28]([NH2:30])=[N:27][N:26]=1.C(N(CC)CC)C.F[P-](F)(F)(F)(F)F.N1(OC(N(C)C)=[N+](C)C)C2N=CC=CC=2N=N1. Product: [CH:20]1([N:8]([C@@H:9]2[CH2:11][C@H:10]2[C:12]2[S:16][CH:15]=[C:14]([C:17](=[O:19])[NH:30][C:28]3[S:29][C:25]([CH3:24])=[N:26][N:27]=3)[CH:13]=2)[C:6](=[O:7])[O:5][C:1]([CH3:4])([CH3:3])[CH3:2])[CH2:21][CH2:22][CH2:23]1. The catalyst class is: 3. (9) Reactant: [NH2:1][C:2]1[N:6]([CH3:7])[N:5]=[C:4]([O:8][CH2:9][CH2:10][OH:11])[C:3]=1[C:12]([O:14][C:15]([CH3:18])([CH3:17])[CH3:16])=[O:13].C(N(CC)CC)C.[C:26](OC(=O)C)(=[O:28])[CH3:27]. Product: [C:26]([O:11][CH2:10][CH2:9][O:8][C:4]1[C:3]([C:12]([O:14][C:15]([CH3:18])([CH3:17])[CH3:16])=[O:13])=[C:2]([NH2:1])[N:6]([CH3:7])[N:5]=1)(=[O:28])[CH3:27]. The catalyst class is: 453.